The task is: Predict the reaction yield, written as a fraction of the theoretical maximum amount of product (1.0 means a 100% yield; for example, 0.34 means a 34% yield).. This data is from Reaction yield outcomes from USPTO patents with 853,638 reactions. (1) The reactants are [CH:1]([C:4]1[N:5]=[CH:6][S:7][CH:8]=1)([CH3:3])[CH3:2].[Li]CCCC.[CH2:14]([Sn:18](Cl)([CH2:23][CH2:24][CH2:25][CH3:26])[CH2:19][CH2:20][CH2:21][CH3:22])[CH2:15][CH2:16][CH3:17].O. The catalyst is C1COCC1. The product is [CH:1]([C:4]1[N:5]=[C:6]([Sn:18]([CH2:19][CH2:20][CH2:21][CH3:22])([CH2:23][CH2:24][CH2:25][CH3:26])[CH2:14][CH2:15][CH2:16][CH3:17])[S:7][CH:8]=1)([CH3:3])[CH3:2]. The yield is 0.550. (2) The reactants are [C:14]1(P([C:14]2[CH:19]=[CH:18][CH:17]=[CH:16][CH:15]=2)[C:14]2[CH:19]=[CH:18][CH:17]=[CH:16][CH:15]=2)[CH:19]=[CH:18][CH:17]=[CH:16][CH:15]=1.[CH:20]([OH:23])([CH3:22])[CH3:21].C(OP([CH2:32][C:33]1C=CC=C[CH:34]=1)(=O)OCC)C.[O-:39]P([O-])([O-])=O.[K+].[K+].[K+]. The catalyst is C(#N)C.CC([O-])=O.CC([O-])=O.[Pd+2]. The product is [CH2:34]([C:33]1[O:23][C:20]([CH:22]=[O:39])=[CH:21][CH:32]=1)[C:14]1[CH:15]=[CH:16][CH:17]=[CH:18][CH:19]=1. The yield is 0.650. (3) The reactants are [Br:1][C:2]1[CH:3]=[CH:4][C:5]([CH3:16])=[C:6]([C:8]2[CH:13]=[C:12](Cl)[N:11]=[C:10]([NH2:15])[N:9]=2)[CH:7]=1.[N+:17]([C:20]1[CH:25]=[CH:24][C:23]([NH2:26])=[CH:22][CH:21]=1)([O-:19])=[O:18]. No catalyst specified. The product is [Br:1][C:2]1[CH:3]=[CH:4][C:5]([CH3:16])=[C:6]([C:8]2[N:9]=[C:10]([NH2:15])[N:11]=[C:12]([NH:26][C:23]3[CH:24]=[CH:25][C:20]([N+:17]([O-:19])=[O:18])=[CH:21][CH:22]=3)[CH:13]=2)[CH:7]=1. The yield is 0.740. (4) The reactants are [Cl:1][C:2]1[C:3]([C:33]2[C:41]3[C:36](=[CH:37][CH:38]=[CH:39][CH:40]=3)[NH:35][CH:34]=2)=[N:4][C:5]([NH:8][C@@H:9]2[CH2:14][N:13]([CH3:15])[CH2:12][C@@H:11]([C:16]([NH:18][C:19]3[CH:24]=[CH:23][C:22]([NH:25]C(=O)OC(C)(C)C)=[CH:21][CH:20]=3)=[O:17])[CH2:10]2)=[N:6][CH:7]=1. The catalyst is C(Cl)Cl.Cl.CC(=O)OCC. The product is [NH2:25][C:22]1[CH:23]=[CH:24][C:19]([NH:18][C:16]([C@H:11]2[CH2:10][C@H:9]([NH:8][C:5]3[N:4]=[C:3]([C:33]4[C:41]5[C:36](=[CH:37][CH:38]=[CH:39][CH:40]=5)[NH:35][CH:34]=4)[C:2]([Cl:1])=[CH:7][N:6]=3)[CH2:14][N:13]([CH3:15])[CH2:12]2)=[O:17])=[CH:20][CH:21]=1. The yield is 1.00. (5) The reactants are [CH:1]1([CH2:4][O:5][C:6]2[CH:7]=[C:8]([C:12]3[N:13]=[C:14]([CH2:17][N:18]4[CH:22]=[C:21]([C:23]([O:25]CC)=[O:24])[CH:20]=[N:19]4)[S:15][CH:16]=3)[CH:9]=[CH:10][CH:11]=2)[CH2:3][CH2:2]1.[OH-].[Na+].O. The catalyst is C(O)C. The product is [CH:1]1([CH2:4][O:5][C:6]2[CH:7]=[C:8]([C:12]3[N:13]=[C:14]([CH2:17][N:18]4[CH:22]=[C:21]([C:23]([OH:25])=[O:24])[CH:20]=[N:19]4)[S:15][CH:16]=3)[CH:9]=[CH:10][CH:11]=2)[CH2:3][CH2:2]1. The yield is 0.570. (6) The reactants are Cl[CH2:2][C:3]([NH:5][C@@H:6]1[CH2:11][O:10][C:9]2=[N:12][C:13]([N+:15]([O-:17])=[O:16])=[CH:14][N:8]2[CH2:7]1)=[O:4].[CH:18]1([O:21][CH2:22][CH2:23][O:24][C:25]2[CH:37]=[CH:36][C:28]([O:29][CH:30]3[CH2:35][CH2:34][NH:33][CH2:32][CH2:31]3)=[CH:27][CH:26]=2)[CH2:20][CH2:19]1. No catalyst specified. The product is [CH:18]1([O:21][CH2:22][CH2:23][O:24][C:25]2[CH:26]=[CH:27][C:28]([O:29][CH:30]3[CH2:35][CH2:34][N:33]([CH2:2][C:3]([NH:5][C@@H:6]4[CH2:11][O:10][C:9]5=[N:12][C:13]([N+:15]([O-:17])=[O:16])=[CH:14][N:8]5[CH2:7]4)=[O:4])[CH2:32][CH2:31]3)=[CH:36][CH:37]=2)[CH2:20][CH2:19]1. The yield is 0.390. (7) The reactants are [Cl:1][C:2]1[CH:3]=[CH:4][C:5]([C:25](OC)=[O:26])=[C:6]2[C:10]=1[N:9]=[C:8]1[N:11]([C:16]3[CH:21]=[CH:20][C:19]([O:22][CH3:23])=[CH:18][C:17]=3[Cl:24])[CH2:12][CH2:13][CH2:14][CH2:15][N:7]21.[BH4-].[Li+]. The catalyst is O1CCCC1.C(OCC)(=O)C. The product is [Cl:1][C:2]1[C:10]2[N:9]=[C:8]3[N:11]([C:16]4[CH:21]=[CH:20][C:19]([O:22][CH3:23])=[CH:18][C:17]=4[Cl:24])[CH2:12][CH2:13][CH2:14][CH2:15][N:7]3[C:6]=2[C:5]([CH2:25][OH:26])=[CH:4][CH:3]=1. The yield is 0.990.